From a dataset of Reaction yield outcomes from USPTO patents with 853,638 reactions. Predict the reaction yield, written as a fraction of the theoretical maximum amount of product (1.0 means a 100% yield; for example, 0.34 means a 34% yield). (1) The reactants are Cl[C:2](=[N:7][NH:8][C:9]1[CH:14]=[CH:13][CH:12]=[CH:11][C:10]=1[O:15][CH2:16][CH2:17][C:18]#[N:19])[C:3]([O:5][CH3:6])=[O:4].O1CCOCC1. The catalyst is [Sn].C(=O)([O-])[O-].[Ag+2]. The product is [N:7]1[N:8]2[C:9]3[CH:14]=[CH:13][CH:12]=[CH:11][C:10]=3[O:15][CH2:16][CH2:17][C:18]2=[N:19][C:2]=1[C:3]([O:5][CH3:6])=[O:4]. The yield is 0.0700. (2) The catalyst is CO.[Pd]. The reactants are [F:1][C:2]1[CH:7]=[C:6]([O:8][CH2:9][C:10]([F:13])([F:12])[F:11])[C:5]([N+:14]([O-])=O)=[CH:4][C:3]=1[S:17]([NH:20][CH3:21])(=[O:19])=[O:18]. The yield is 0.880. The product is [NH2:14][C:5]1[C:6]([O:8][CH2:9][C:10]([F:12])([F:13])[F:11])=[CH:7][C:2]([F:1])=[C:3]([S:17]([NH:20][CH3:21])(=[O:18])=[O:19])[CH:4]=1. (3) The reactants are [CH3:1][N:2]1[CH2:7][CH2:6][CH2:5][CH:4]([CH2:8][O:9]S(C2C=CC(C)=CC=2)(=O)=O)[CH2:3]1.[CH3:20][C:21]1[NH:22][C:23]2[C:28]([C:29]=1[C:30]([O:32][CH2:33][C:34]1[CH:39]=[CH:38][CH:37]=[CH:36][CH:35]=1)=[O:31])=[CH:27][C:26](O)=[CH:25][CH:24]=2.C(=O)([O-])[O-].[K+].[K+].C(OCC)(=O)C.CO.C(N(CC)CC)C. The catalyst is C(#N)C. The product is [CH2:33]([O:32][C:30]([C:29]1[C:28]2[C:23](=[CH:24][CH:25]=[C:26]([O:9][CH2:8][CH:4]3[CH2:5][CH2:6][CH2:7][N:2]([CH3:1])[CH2:3]3)[CH:27]=2)[NH:22][C:21]=1[CH3:20])=[O:31])[C:34]1[CH:39]=[CH:38][CH:37]=[CH:36][CH:35]=1. The yield is 0.240. (4) The reactants are [CH3:1][O:2][C:3]1[CH:4]=[C:5]2[C:10](=[CH:11][C:12]=1[O:13][CH3:14])[N:9]=[CH:8][CH:7]=[C:6]2[O:15][C:16]1[CH:21]=[CH:20][C:19]([NH:22][C:23](=O)[CH2:24][O:25][C:26]2[C:31]([CH3:32])=[CH:30][CH:29]=[CH:28][C:27]=2[CH3:33])=[C:18]([CH3:35])[C:17]=1[CH3:36].Cl.[OH-].[Na+]. The catalyst is O1CCCC1. The product is [CH3:1][O:2][C:3]1[CH:4]=[C:5]2[C:10](=[CH:11][C:12]=1[O:13][CH3:14])[N:9]=[CH:8][CH:7]=[C:6]2[O:15][C:16]1[CH:21]=[CH:20][C:19]([NH:22][CH2:23][CH2:24][O:25][C:26]2[C:31]([CH3:32])=[CH:30][CH:29]=[CH:28][C:27]=2[CH3:33])=[C:18]([CH3:35])[C:17]=1[CH3:36]. The yield is 0.800.